This data is from Full USPTO retrosynthesis dataset with 1.9M reactions from patents (1976-2016). The task is: Predict the reactants needed to synthesize the given product. Given the product [OH:19][CH2:18][CH2:17][C@@H:16]([NH:15][C:13](=[O:14])[O:12][C:8]([CH3:11])([CH3:10])[CH3:9])[CH2:21][CH:22]=[CH2:23], predict the reactants needed to synthesize it. The reactants are: CN1CCOCC1.[C:8]([O:12][C:13]([NH:15][C@@H:16]([CH2:21][CH:22]=[CH2:23])[CH2:17][C:18](O)=[O:19])=[O:14])([CH3:11])([CH3:10])[CH3:9].ClC(OCC)=O.